From a dataset of NCI-60 drug combinations with 297,098 pairs across 59 cell lines. Regression. Given two drug SMILES strings and cell line genomic features, predict the synergy score measuring deviation from expected non-interaction effect. (1) Drug 1: CCC1(CC2CC(C3=C(CCN(C2)C1)C4=CC=CC=C4N3)(C5=C(C=C6C(=C5)C78CCN9C7C(C=CC9)(C(C(C8N6C=O)(C(=O)OC)O)OC(=O)C)CC)OC)C(=O)OC)O.OS(=O)(=O)O. Drug 2: CC12CCC3C(C1CCC2OP(=O)(O)O)CCC4=C3C=CC(=C4)OC(=O)N(CCCl)CCCl.[Na+]. Cell line: SK-MEL-28. Synergy scores: CSS=-0.0365, Synergy_ZIP=-0.825, Synergy_Bliss=-1.22, Synergy_Loewe=-2.47, Synergy_HSA=-3.79. (2) Drug 1: C1CC(C1)(C(=O)O)C(=O)O.[NH2-].[NH2-].[Pt+2]. Drug 2: C1CN(CCN1C(=O)CCBr)C(=O)CCBr. Cell line: SK-MEL-28. Synergy scores: CSS=6.11, Synergy_ZIP=0.596, Synergy_Bliss=6.93, Synergy_Loewe=-1.67, Synergy_HSA=0.591. (3) Drug 1: CCCS(=O)(=O)NC1=C(C(=C(C=C1)F)C(=O)C2=CNC3=C2C=C(C=N3)C4=CC=C(C=C4)Cl)F. Drug 2: COC1=NC(=NC2=C1N=CN2C3C(C(C(O3)CO)O)O)N. Cell line: OVCAR-4. Synergy scores: CSS=-3.11, Synergy_ZIP=2.44, Synergy_Bliss=-0.386, Synergy_Loewe=-2.12, Synergy_HSA=-3.37.